This data is from Reaction yield outcomes from USPTO patents with 853,638 reactions. The task is: Predict the reaction yield, written as a fraction of the theoretical maximum amount of product (1.0 means a 100% yield; for example, 0.34 means a 34% yield). (1) The catalyst is C(#N)C. The reactants are [S:1]1[CH:5]=[C:4](B(O)O)[C:3]2[CH:9]=[CH:10][CH:11]=[CH:12][C:2]1=2.[C:13]1([CH2:19][NH2:20])[CH:18]=[CH:17][CH:16]=[CH:15][CH:14]=1.O.O=[CH:23][C:24]([OH:26])=[O:25]. The yield is 0.605. The product is [S:1]1[CH:5]=[C:4]([CH:23]([NH:20][CH2:19][C:13]2[CH:18]=[CH:17][CH:16]=[CH:15][CH:14]=2)[C:24]([OH:26])=[O:25])[C:3]2[CH:9]=[CH:10][CH:11]=[CH:12][C:2]1=2. (2) The reactants are [Cl:1][C:2]1[CH:10]=[C:9]([C:11]#[C:12][CH2:13][CH2:14][O:15][CH3:16])[C:5]2[O:6][CH2:7][O:8][C:4]=2[C:3]=1[NH:17][C:18]1[C:27]2[C:22](=[CH:23][C:24]([O:30][CH2:31][CH2:32][CH2:33]Cl)=[C:25]([O:28][CH3:29])[CH:26]=2)[N:21]=[CH:20][N:19]=1.[CH3:35][N:36]1[CH2:41][CH2:40][NH:39][CH2:38][C:37]1=[O:42]. The catalyst is COCCO. The product is [Cl:1][C:2]1[CH:10]=[C:9]([C:11]#[C:12][CH2:13][CH2:14][O:15][CH3:16])[C:5]2[O:6][CH2:7][O:8][C:4]=2[C:3]=1[NH:17][C:18]1[C:27]2[C:22](=[CH:23][C:24]([O:30][CH2:31][CH2:32][CH2:33][N:39]3[CH2:40][CH2:41][N:36]([CH3:35])[C:37](=[O:42])[CH2:38]3)=[C:25]([O:28][CH3:29])[CH:26]=2)[N:21]=[CH:20][N:19]=1. The yield is 0.720. (3) The reactants are [Cl:1][C:2]1[CH:7]=[C:6](I)[C:5]([Cl:9])=[CH:4][N:3]=1.[NH2:10][C:11]1[CH:18]=[CH:17][C:16]([F:19])=[CH:15][C:12]=1[C:13]#[N:14].[O-]P(OP(OP([O-])([O-])=O)([O-])=O)(=O)[O-].[K+].[K+].[K+].[K+].[K+]. The catalyst is O1CCOCC1.C([O-])(=O)C.[Pd+2].C([O-])(=O)C.C1C=CC(P(C2C(OC3C(P(C4C=CC=CC=4)C4C=CC=CC=4)=CC=CC=3)=CC=CC=2)C2C=CC=CC=2)=CC=1. The product is [Cl:1][C:2]1[CH:7]=[C:6]([NH:10][C:11]2[CH:18]=[CH:17][C:16]([F:19])=[CH:15][C:12]=2[C:13]#[N:14])[C:5]([Cl:9])=[CH:4][N:3]=1. The yield is 0.860.